Task: Predict the product of the given reaction.. Dataset: Forward reaction prediction with 1.9M reactions from USPTO patents (1976-2016) (1) Given the reactants [C:1]([N:9]1[CH2:22][CH2:21][C:20]2[C:19]3[C:18]([C:23]4[CH:28]=[CH:27][CH:26]=[CH:25][C:24]=4[OH:29])=[CH:17][CH:16]=[CH:15][C:14]=3[NH:13][C:12]=2[CH2:11][CH2:10]1)(=[O:8])[C:2]1[CH:7]=[CH:6][CH:5]=[CH:4][CH:3]=1.[C:47]1(P([C:43]2[CH:48]=[CH:47][CH:46]=[CH:45]C=2)[C:47]2[CH:48]=[CH:43]C=[CH:45][CH:46]=2)[CH:48]=[CH:43]C=[CH:45][CH:46]=1.C1(O)CCCC1.N(C(OC(C)(C)C)=O)=NC(OC(C)(C)C)=O, predict the reaction product. The product is: [C:1]([N:9]1[CH2:22][CH2:21][C:20]2[C:19]3[C:18]([C:23]4[CH:28]=[CH:27][CH:26]=[CH:25][C:24]=4[O:29][CH:45]4[CH2:46][CH2:47][CH2:48][CH2:43]4)=[CH:17][CH:16]=[CH:15][C:14]=3[NH:13][C:12]=2[CH2:11][CH2:10]1)(=[O:8])[C:2]1[CH:3]=[CH:4][CH:5]=[CH:6][CH:7]=1. (2) Given the reactants Cl.Cl.Cl.[CH3:4][O:5][C:6]1[CH:7]=[C:8]([NH:18][C:19]2[S:20][C:21]3[CH2:22][NH:23][CH2:24][CH2:25][C:26]=3[N:27]=2)[CH:9]=[CH:10][C:11]=1[N:12]1[CH:16]=[C:15]([CH3:17])[N:14]=[CH:13]1.[F:28][C:29]1[CH:36]=[CH:35][C:32]([CH:33]=O)=[CH:31][CH:30]=1.C(O)(=O)C.C(O[BH-](OC(=O)C)OC(=O)C)(=O)C.[Na+].[OH-].[Na+], predict the reaction product. The product is: [F:28][C:29]1[CH:36]=[CH:35][C:32]([CH2:33][N:23]2[CH2:24][CH2:25][C:26]3[N:27]=[C:19]([NH:18][C:8]4[CH:9]=[CH:10][C:11]([N:12]5[CH:16]=[C:15]([CH3:17])[N:14]=[CH:13]5)=[C:6]([O:5][CH3:4])[CH:7]=4)[S:20][C:21]=3[CH2:22]2)=[CH:31][CH:30]=1. (3) Given the reactants C[O:2][C:3]([C:5]1[CH:10]=[CH:9][C:8]([C:11]2[CH:16]=[CH:15][C:14]([CH2:17][O:18][C:19]3[CH:24]=[CH:23][C:22]([C:25]4[CH:30]=[CH:29][CH:28]=[CH:27][C:26]=4[F:31])=[C:21]([C:32]([F:35])([F:34])[F:33])[CH:20]=3)=[CH:13][CH:12]=2)=[CH:7][N:6]=1)=[O:4].[OH-].[Na+], predict the reaction product. The product is: [F:31][C:26]1[CH:27]=[CH:28][CH:29]=[CH:30][C:25]=1[C:22]1[CH:23]=[CH:24][C:19]([O:18][CH2:17][C:14]2[CH:13]=[CH:12][C:11]([C:8]3[CH:9]=[CH:10][C:5]([C:3]([OH:4])=[O:2])=[N:6][CH:7]=3)=[CH:16][CH:15]=2)=[CH:20][C:21]=1[C:32]([F:35])([F:33])[F:34]. (4) The product is: [C:27]([O:11][CH2:10]/[CH:9]=[C:7](\[CH3:8])/[CH2:6][CH2:5][CH:4]=[C:2]([CH3:1])[CH3:3])(=[O:28])/[CH:21]=[CH:26]/[CH:25]1[CH:36]=[CH:34][C:33]([OH:32])=[CH:23][CH2:24]1. Given the reactants [CH3:1][C:2](=[CH:4][CH2:5][CH2:6]/[C:7](=[CH:9]/[CH2:10][OH:11])/[CH3:8])[CH3:3].[CH:25]1(N=C=N[CH:21]2[CH2:26][CH2:25][CH2:24][CH2:23]C2)[CH2:26][CH2:21]C[CH2:23][CH2:24]1.[CH3:27][O:28][Na].C([O:32][CH2:33][CH3:34])C.Cl[CH2:36]Cl, predict the reaction product. (5) Given the reactants [OH:1][CH2:2][C:3]1[CH:4]=[C:5]([S:9]([NH:12][CH2:13][C:14]2[CH:19]=[CH:18][CH:17]=[CH:16][N:15]=2)(=[O:11])=[O:10])[CH:6]=[CH:7][CH:8]=1, predict the reaction product. The product is: [CH:2]([C:3]1[CH:4]=[C:5]([S:9]([NH:12][CH2:13][C:14]2[CH:19]=[CH:18][CH:17]=[CH:16][N:15]=2)(=[O:11])=[O:10])[CH:6]=[CH:7][CH:8]=1)=[O:1].